Task: Predict the reaction yield, written as a fraction of the theoretical maximum amount of product (1.0 means a 100% yield; for example, 0.34 means a 34% yield).. Dataset: Reaction yield outcomes from USPTO patents with 853,638 reactions (1) The reactants are [CH3:1][C:2]1[N:3]=[C:4]([NH:8][C:9]([C:11]23[CH2:20][CH:15]4[CH2:16][CH:17]([CH2:19][CH:13]([CH2:14]4)[CH2:12]2)[CH2:18]3)=[O:10])[S:5][C:6]=1[CH3:7].CC(C)([O-])C.[K+].Cl[CH2:28][C:29]1[CH:34]=[CH:33][N:32]=[CH:31][CH:30]=1. The catalyst is CN(C=O)C.C(OCC)(=O)C. The product is [CH3:1][C:2]1[N:3]([CH2:28][C:29]2[CH:34]=[CH:33][N:32]=[CH:31][CH:30]=2)[C:4](=[N:8][C:9]([C:11]23[CH2:20][CH:15]4[CH2:16][CH:17]([CH2:19][CH:13]([CH2:14]4)[CH2:12]2)[CH2:18]3)=[O:10])[S:5][C:6]=1[CH3:7]. The yield is 0.360. (2) The reactants are [C:1]([O-])(=O)C.[NH2:5][C:6]1[CH:11]=[C:10]([NH2:12])[C:9]([C:13]#[N:14])=[CH:8][NH+:7]=1.C(O)=O.[CH2:18]([NH2:25])[C:19]1[CH:24]=[CH:23][CH:22]=[CH:21][CH:20]=1. The catalyst is O. The product is [NH2:5][C:6]1[N:7]=[CH:8][C:9]2[CH:13]=[N:14][C:1]([NH:25][CH2:18][C:19]3[CH:24]=[CH:23][CH:22]=[CH:21][CH:20]=3)=[N:12][C:10]=2[CH:11]=1. The yield is 0.730. (3) The reactants are Br[CH2:2][CH:3]=[CH2:4].[CH3:5][O:6][C:7]([C:9]1[C:14]([O:15][CH2:16][C:17]2[CH:22]=[CH:21][CH:20]=[CH:19][CH:18]=2)=[C:13]([OH:23])[C:12]([C:24](=[O:34])[NH:25][CH2:26][C:27]2[CH:32]=[CH:31][C:30]([F:33])=[CH:29][CH:28]=2)=[CH:11][N:10]=1)=[O:8].C(=O)([O-])[O-].[Cs+].[Cs+].[Cl-].[NH4+]. The catalyst is CN(C)C=O. The product is [CH3:5][O:6][C:7]([C:9]1[N:10]([CH2:4][CH:3]=[CH2:2])[CH:11]=[C:12]([C:24](=[O:34])[NH:25][CH2:26][C:27]2[CH:32]=[CH:31][C:30]([F:33])=[CH:29][CH:28]=2)[C:13](=[O:23])[C:14]=1[O:15][CH2:16][C:17]1[CH:18]=[CH:19][CH:20]=[CH:21][CH:22]=1)=[O:8]. The yield is 0.830. (4) The reactants are [NH2:1][C:2]1[S:3][C:4]([O:13][CH3:14])=[C:5]([CH3:12])[C:6]=1[C:7]([O:9]CC)=O.Cl[C:16](Cl)([O:18]C(=O)OC(Cl)(Cl)Cl)Cl.C(N(CC)CC)C.[N:34]1([CH2:40][CH2:41][NH2:42])[CH2:39][CH2:38][O:37][CH2:36][CH2:35]1. The catalyst is C(Cl)Cl. The product is [CH3:14][O:13][C:4]1[S:3][C:2]2[NH:1][C:16](=[O:18])[N:42]([CH2:41][CH2:40][N:34]3[CH2:39][CH2:38][O:37][CH2:36][CH2:35]3)[C:7](=[O:9])[C:6]=2[C:5]=1[CH3:12]. The yield is 0.340.